From a dataset of Catalyst prediction with 721,799 reactions and 888 catalyst types from USPTO. Predict which catalyst facilitates the given reaction. (1) Reactant: [CH:1]1([S:6]([C:9]2[CH:10]=[C:11]([CH2:15][CH2:16][CH2:17][CH2:18][O:19][CH2:20][CH2:21][CH2:22][CH2:23][CH2:24][CH2:25][N:26]3[CH2:30][C@@H:29]([C:31]4[CH:42]=[CH:41][C:34]5[O:35][C:36]([CH3:40])([CH3:39])[O:37][CH2:38][C:33]=5[CH:32]=4)[O:28]C3=O)[CH:12]=[CH:13][CH:14]=2)(=[O:8])=[O:7])[CH2:5][CH2:4][CH2:3][CH2:2]1.C[Si](C)(C)[O-].[K+]. Product: [CH:1]1([S:6]([C:9]2[CH:10]=[C:11]([CH2:15][CH2:16][CH2:17][CH2:18][O:19][CH2:20][CH2:21][CH2:22][CH2:23][CH2:24][CH2:25][NH:26][CH2:30][C@@H:29]([C:31]3[CH:42]=[CH:41][C:34]4[O:35][C:36]([CH3:39])([CH3:40])[O:37][CH2:38][C:33]=4[CH:32]=3)[OH:28])[CH:12]=[CH:13][CH:14]=2)(=[O:8])=[O:7])[CH2:2][CH2:3][CH2:4][CH2:5]1. The catalyst class is: 1. (2) Reactant: C([O:8][C:9]1[C:14]([O:15][CH3:16])=[CH:13][C:12]([C:17]2[CH:18]=[CH:19][C:20]([N:23]3[CH2:29][CH2:28][CH2:27][N:26]([C:30]4[CH:35]=[CH:34][C:33]([C:36]5[CH:41]=[C:40]([O:42][CH3:43])[C:39]([O:44]CC6C=CC=CC=6)=[C:38]([O:52][CH3:53])[CH:37]=5)=[CH:32][N:31]=4)[CH2:25][CH2:24]3)=[N:21][CH:22]=2)=[CH:11][C:10]=1[O:54][CH3:55])C1C=CC=CC=1.C([O-])=O.[NH4+]. Product: [OH:8][C:9]1[C:14]([O:15][CH3:16])=[CH:13][C:12]([C:17]2[CH:18]=[CH:19][C:20]([N:23]3[CH2:29][CH2:28][CH2:27][N:26]([C:30]4[CH:35]=[CH:34][C:33]([C:36]5[CH:41]=[C:40]([O:42][CH3:43])[C:39]([OH:44])=[C:38]([O:52][CH3:53])[CH:37]=5)=[CH:32][N:31]=4)[CH2:25][CH2:24]3)=[N:21][CH:22]=2)=[CH:11][C:10]=1[O:54][CH3:55]. The catalyst class is: 19. (3) Reactant: [CH3:1][O:2][C:3]1[CH:8]=[CH:7][C:6]([OH:9])=[C:5]([N+:10]([O-:12])=[O:11])[CH:4]=1.C(=O)([O-])[O-].[K+].[K+].[CH2:19]([O:21][C:22](=[O:25])[CH2:23]Br)[CH3:20]. Product: [CH3:1][O:2][C:3]1[CH:8]=[CH:7][C:6]([O:9][CH2:23][C:22]([O:21][CH2:19][CH3:20])=[O:25])=[C:5]([N+:10]([O-:12])=[O:11])[CH:4]=1. The catalyst class is: 21.